From a dataset of Forward reaction prediction with 1.9M reactions from USPTO patents (1976-2016). Predict the product of the given reaction. (1) Given the reactants [CH3:1][O:2][C:3]1[CH:8]=[CH:7][CH:6]=[CH:5][C:4]=1[CH:9]=[CH:10][C:11]1[NH:12][CH:13]=[CH:14][CH:15]=1.Br[CH2:17][CH2:18][O:19][Si:20]([C:23]([CH3:26])([CH3:25])[CH3:24])([CH3:22])[CH3:21], predict the reaction product. The product is: [Si:20]([O:19][CH2:18][CH2:17][N:12]1[CH:13]=[CH:14][CH:15]=[C:11]1[CH:10]=[CH:9][C:4]1[CH:5]=[CH:6][CH:7]=[CH:8][C:3]=1[O:2][CH3:1])([C:23]([CH3:26])([CH3:25])[CH3:24])([CH3:22])[CH3:21]. (2) Given the reactants [CH2:1]([C:8]1([OH:14])[CH2:13][CH2:12][NH:11][CH2:10][CH2:9]1)[C:2]1[CH:7]=[CH:6][CH:5]=[CH:4][CH:3]=1.C([O-])(O)=O.[Na+].Cl[CH2:21][CH2:22][NH:23][C:24]([NH:26][C:27]1[CH:32]=[C:31]([CH3:33])[N:30]=[C:29]([CH3:34])[CH:28]=1)=[O:25], predict the reaction product. The product is: [CH2:1]([C:8]1([OH:14])[CH2:13][CH2:12][N:11]([CH2:21][CH2:22][NH:23][C:24]([NH:26][C:27]2[CH:32]=[C:31]([CH3:33])[N:30]=[C:29]([CH3:34])[CH:28]=2)=[O:25])[CH2:10][CH2:9]1)[C:2]1[CH:3]=[CH:4][CH:5]=[CH:6][CH:7]=1. (3) Given the reactants C[Si](C)(C)[N-][Si](C)(C)C.[Na+].[F:11][C:12]1[CH:13]=[C:14]([C@@H:18]([C:34]2[CH:39]=[CH:38][C:37]([F:40])=[CH:36][CH:35]=2)[CH2:19][C:20]([N:22]2[C@@H:26]([C:27]3[CH:32]=[CH:31][CH:30]=[CH:29][CH:28]=3)[CH2:25][O:24][C:23]2=[O:33])=[O:21])[CH:15]=[CH:16][CH:17]=1.CC(C1C=C(C(C)C)C(S([N:56]=[N+:57]=[N-:58])(=O)=O)=C(C(C)C)C=1)C.CC(O)=O, predict the reaction product. The product is: [N:56]([C@@H:19]([C@@H:18]([C:14]1[CH:15]=[CH:16][CH:17]=[C:12]([F:11])[CH:13]=1)[C:34]1[CH:35]=[CH:36][C:37]([F:40])=[CH:38][CH:39]=1)[C:20]([N:22]1[C@@H:26]([C:27]2[CH:32]=[CH:31][CH:30]=[CH:29][CH:28]=2)[CH2:25][O:24][C:23]1=[O:33])=[O:21])=[N+:57]=[N-:58]. (4) Given the reactants [NH2:1][C:2]1[N:3]([CH2:24]C2CCCCC2)[C:4](=[O:23])[C:5]2([C:15]3[C:10](=[CH:11][CH:12]=[C:13](Br)[CH:14]=3)[O:9][CH:8]([C:17]3[CH:22]=[CH:21][CH:20]=[CH:19][CH:18]=3)[CH2:7]2)[N:6]=1.[CH3:31][N:32]([CH3:44])[C:33]([C:35]1[CH:40]=[CH:39][C:38](B(O)O)=[CH:37][CH:36]=1)=[O:34], predict the reaction product. The product is: [NH2:1][C:2]1[N:3]([CH3:24])[C:4](=[O:23])[C:5]2([C:15]3[C:14](=[CH:13][CH:12]=[C:11]([C:38]4[CH:39]=[CH:40][C:35]([C:33]([N:32]([CH3:44])[CH3:31])=[O:34])=[CH:36][CH:37]=4)[CH:10]=3)[O:9][CH:8]([C:17]3[CH:18]=[CH:19][CH:20]=[CH:21][CH:22]=3)[CH2:7]2)[N:6]=1. (5) Given the reactants [N:1]1([C:8]2[CH:9]=[CH:10][C:11]3[N:12]([C:14]([C:17]([F:20])([F:19])[F:18])=[N:15][N:16]=3)[N:13]=2)[CH2:7][CH2:6][CH2:5][NH:4][CH2:3][CH2:2]1.[Cl:21][C:22]1[CH:29]=[CH:28][C:25]([CH:26]=O)=[CH:24][CH:23]=1, predict the reaction product. The product is: [Cl:21][C:22]1[CH:29]=[CH:28][C:25]([CH2:26][N:4]2[CH2:5][CH2:6][CH2:7][N:1]([C:8]3[CH:9]=[CH:10][C:11]4[N:12]([C:14]([C:17]([F:18])([F:19])[F:20])=[N:15][N:16]=4)[N:13]=3)[CH2:2][CH2:3]2)=[CH:24][CH:23]=1. (6) The product is: [CH2:14]([NH:21][C:22]([N:6]1[CH:7]=[C:2]([F:1])[C:3](/[N:9]=[CH:10]/[N:11]([CH3:13])[CH3:12])=[N:4][C:5]1=[O:8])=[O:23])[C:15]1[CH:20]=[CH:19][CH:18]=[CH:17][CH:16]=1. Given the reactants [F:1][C:2]1[C:3]([N:9]=[CH:10][N:11]([CH3:13])[CH3:12])=[N:4][C:5]([OH:8])=[N:6][CH:7]=1.[CH2:14]([N:21]=[C:22]=[O:23])[C:15]1[CH:20]=[CH:19][CH:18]=[CH:17][CH:16]=1, predict the reaction product. (7) Given the reactants [OH:1][CH2:2][C:3]1[C:4]([CH3:28])=[C:5]2[C:10]([NH:11][C:12]3[CH:17]=[CH:16][C:15]([O:18][C:19]4[CH:24]=[CH:23][CH:22]=[CH:21][CH:20]=4)=[CH:14][CH:13]=3)=[C:9]([C:25]#[N:26])[CH:8]=[N:7][N:6]2[CH:27]=1.[CH2:29]([O:31][C:32](=[O:35])[CH2:33]Br)[CH3:30].C([O-])([O-])=O.[K+].[K+], predict the reaction product. The product is: [CH2:29]([O:31][C:32](=[O:35])[CH2:33][O:1][CH2:2][C:3]1[C:4]([CH3:28])=[C:5]2[C:10]([NH:11][C:12]3[CH:13]=[CH:14][C:15]([O:18][C:19]4[CH:24]=[CH:23][CH:22]=[CH:21][CH:20]=4)=[CH:16][CH:17]=3)=[C:9]([C:25]#[N:26])[CH:8]=[N:7][N:6]2[CH:27]=1)[CH3:30]. (8) Given the reactants [Br:1][C:2]1[C:3]([F:22])=[CH:4][C:5]([F:21])=[C:6]([O:8]C(=O)[O:8][C:6]2[CH:7]=[C:2]([Br:1])[C:3]([F:22])=[CH:4][C:5]=2[F:21])[CH:7]=1.[OH-].[Na+].CCOC(C)=O.CCCCCC, predict the reaction product. The product is: [Br:1][C:2]1[C:3]([F:22])=[CH:4][C:5]([F:21])=[C:6]([OH:8])[CH:7]=1.